From a dataset of Forward reaction prediction with 1.9M reactions from USPTO patents (1976-2016). Predict the product of the given reaction. (1) The product is: [F:26][C:2]([F:25])([F:1])[CH:3]([N:12]1[CH2:16][CH2:15][C@H:14]([NH:17][C:18](=[O:24])[O:19][C:20]([CH3:22])([CH3:23])[CH3:21])[CH2:13]1)[C:4]1[CH:9]=[CH:8][C:7]2[N:6]([C:39]([C:36]3[CH:35]=[CH:34][C:33]4[C:38](=[C:29]([O:28][CH3:27])[CH:30]=[CH:31][CH:32]=4)[N:37]=3)=[N:11][N:10]=2)[CH:5]=1. Given the reactants [F:1][C:2]([F:26])([F:25])[CH:3]([N:12]1[CH2:16][CH2:15][C@H:14]([NH:17][C:18](=[O:24])[O:19][C:20]([CH3:23])([CH3:22])[CH3:21])[CH2:13]1)[C:4]1[CH:5]=[N:6][C:7]([NH:10][NH2:11])=[CH:8][CH:9]=1.[CH3:27][O:28][C:29]1[CH:30]=[CH:31][CH:32]=[C:33]2[C:38]=1[N:37]=[C:36]([CH:39]=O)[CH:35]=[CH:34]2.C(O)(=O)C.C(O)(=O)C.IC1C=CC=CC=1.C(=O)(O)[O-].[Na+], predict the reaction product. (2) The product is: [S:1]1[C:5]2[CH:6]=[C:7]([N:10]3[CH2:14][CH2:13][N:12]([C:17]4[CH:18]=[N:19][CH:20]=[CH:21][C:22]=4[NH:23][C:24](=[O:26])[CH3:25])[C:11]3=[O:15])[CH:8]=[CH:9][C:4]=2[N:3]=[CH:2]1. Given the reactants [S:1]1[C:5]2[CH:6]=[C:7]([N:10]3[CH2:14][CH2:13][NH:12][C:11]3=[O:15])[CH:8]=[CH:9][C:4]=2[N:3]=[CH:2]1.I[C:17]1[CH:18]=[N:19][CH:20]=[CH:21][C:22]=1[NH:23][C:24](=[O:26])[CH3:25].N[C@@H]1CCCC[C@H]1N.P([O-])([O-])([O-])=O.[K+].[K+].[K+], predict the reaction product. (3) Given the reactants [H-].[Na+].[F:3][C:4]1[CH:9]=[CH:8][C:7]([C:10]2[N:14]=[N:13][N:12]([CH3:15])[C:11]=2[CH2:16][OH:17])=[CH:6][CH:5]=1.Cl[C:19]1[N:20]=[CH:21][C:22]([C:25]([O:27][CH3:28])=[O:26])=[N:23][CH:24]=1, predict the reaction product. The product is: [CH3:28][O:27][C:25]([C:22]1[CH:21]=[N:20][C:19]([O:17][CH2:16][C:11]2[N:12]([CH3:15])[N:13]=[N:14][C:10]=2[C:7]2[CH:6]=[CH:5][C:4]([F:3])=[CH:9][CH:8]=2)=[CH:24][N:23]=1)=[O:26].